Dataset: CYP2C19 inhibition data for predicting drug metabolism from PubChem BioAssay. Task: Regression/Classification. Given a drug SMILES string, predict its absorption, distribution, metabolism, or excretion properties. Task type varies by dataset: regression for continuous measurements (e.g., permeability, clearance, half-life) or binary classification for categorical outcomes (e.g., BBB penetration, CYP inhibition). Dataset: cyp2c19_veith. (1) The molecule is CC(C)c1cc(CN(C)C)c(O)c(C(C)(C)C)c1. The result is 0 (non-inhibitor). (2) The molecule is CCCNC(=O)OC[C@H]1O[C@@H](CCO/N=C2\[C@@H]3CCn4c(=O)n(-c5ccccc5)c(=O)n4[C@H]3[C@H](O)[C@H]3O[C@H]23)C=C[C@@H]1Oc1ccc(OC)cc1. The result is 0 (non-inhibitor). (3) The molecule is COc1ccccc1CNc1ncncc1-c1ccc(N(C)C)cc1. The result is 1 (inhibitor). (4) The drug is CCOC(=O)c1c(C)[nH]c2c1cc(O)c1ccccc12. The result is 1 (inhibitor). (5) The drug is N#Cc1ccc(CN2CCC3(CC2)CCN(C(=O)c2cccc(F)c2)CC3)cc1. The result is 0 (non-inhibitor). (6) The drug is O=C(COC(=O)c1cccnc1)c1ccc(Cl)c(Cl)c1. The result is 1 (inhibitor). (7) The compound is CCN(CC)C(=O)CSc1nc2ccc(NC(=O)CSc3nnc(COc4ccccc4C)n3C)cc2s1. The result is 1 (inhibitor). (8) The drug is Cc1ccc(/C=N/NC(=O)c2cc3c(ccc4ccccc43)o2)cc1[N+](=O)[O-]. The result is 0 (non-inhibitor).